From a dataset of Reaction yield outcomes from USPTO patents with 853,638 reactions. Predict the reaction yield, written as a fraction of the theoretical maximum amount of product (1.0 means a 100% yield; for example, 0.34 means a 34% yield). (1) The reactants are [N+:1]([C:4]1[C:9]2=[N:10][O:11][N:12]=[C:8]2[CH:7]=[CH:6][CH:5]=1)([O-:3])=[O:2].Cl[C:17]1[C:18]2[C:18](=[N:19]O[N:19]=2)[C:17]([N+]([O-])=O)=[CH:16][CH:16]=1.C(N)C#C. The catalyst is C(O)C.N1C=CC=CC=1.[Cu]I. The product is [N+:1]([C:4]1[C:9]2=[N:10][O:11][N:12]=[C:8]2[C:7]([NH:19][CH2:18][C:17]#[CH:16])=[CH:6][CH:5]=1)([O-:3])=[O:2]. The yield is 0.540. (2) The reactants are [NH:1]1[C:9]2[C:4](=[CH:5][CH:6]=[C:7]3[O:12][CH2:11][CH2:10][C:8]3=2)[C:3](=O)[C:2]1=O.[BH4-].[Na+].B(F)(F)F.CCOCC. The catalyst is O1CCCC1. The product is [NH:1]1[C:9]2[C:4](=[CH:5][CH:6]=[C:7]3[O:12][CH2:11][CH2:10][C:8]3=2)[CH:3]=[CH:2]1. The yield is 0.428. (3) The reactants are C(=O)([O-])[O-].[K+].[K+].[CH2:7]([O:9][C:10](=[O:15])[C:11](Br)([CH3:13])[CH3:12])[CH3:8].[F:16][C:17]1[CH:18]=[C:19]([OH:26])[CH:20]=[CH:21][C:22]=1[N+:23]([O-:25])=[O:24].C(O)(=O)CC(CC(O)=O)(C(O)=O)O. The catalyst is CS(C)=O.CCOC(C)=O. The product is [CH2:7]([O:9][C:10](=[O:15])[C:11]([O:26][C:19]1[CH:20]=[CH:21][C:22]([N+:23]([O-:25])=[O:24])=[C:17]([F:16])[CH:18]=1)([CH3:13])[CH3:12])[CH3:8]. The yield is 0.230.